Dataset: Reaction yield outcomes from USPTO patents with 853,638 reactions. Task: Predict the reaction yield, written as a fraction of the theoretical maximum amount of product (1.0 means a 100% yield; for example, 0.34 means a 34% yield). The reactants are [Cl:1][C:2]1[N:3]=[C:4](Cl)[C:5]2[CH2:10][CH2:9][CH:8]([C:11]3[CH:16]=[CH:15][C:14]([F:17])=[CH:13][CH:12]=3)[C:6]=2[N:7]=1.[CH3:19][C:20]1([OH:26])[CH2:25][CH2:24][NH:23][CH2:22][CH2:21]1. The catalyst is CO. The product is [Cl:1][C:2]1[N:3]=[C:4]([N:23]2[CH2:24][CH2:25][C:20]([CH3:19])([OH:26])[CH2:21][CH2:22]2)[C:5]2[CH2:10][CH2:9][CH:8]([C:11]3[CH:16]=[CH:15][C:14]([F:17])=[CH:13][CH:12]=3)[C:6]=2[N:7]=1. The yield is 0.732.